From a dataset of Forward reaction prediction with 1.9M reactions from USPTO patents (1976-2016). Predict the product of the given reaction. Given the reactants [CH2:1]([O:3][C:4]([C:6]1([CH2:10][NH2:11])[CH2:9][CH2:8][CH2:7]1)=[O:5])[CH3:2].C(N(CC)CC)C.CC(C(Cl)=O)[C:21](Cl)=[O:22].[C:27]([O:30][CH2:31]C)(=[O:29])[CH3:28], predict the reaction product. The product is: [CH2:1]([O:3][C:4]([C:6]1([CH2:10][NH:11][C:21](=[O:22])[CH2:28][C:27]([O:30][CH3:31])=[O:29])[CH2:9][CH2:8][CH2:7]1)=[O:5])[CH3:2].